From a dataset of Forward reaction prediction with 1.9M reactions from USPTO patents (1976-2016). Predict the product of the given reaction. (1) Given the reactants Cl[C:2]1[C:7]([N+:8]([O-:10])=[O:9])=[C:6]([CH3:11])[CH:5]=[C:4]([CH3:12])[N:3]=1.[NH2:13][C:14]1[CH:19]=[CH:18][C:17]([CH2:20][C@@H:21]([OH:23])[CH3:22])=[CH:16][CH:15]=1, predict the reaction product. The product is: [CH3:11][C:6]1[CH:5]=[C:4]([CH3:12])[N:3]=[C:2]([NH:13][C:14]2[CH:15]=[CH:16][C:17]([CH2:20][C@@H:21]([OH:23])[CH3:22])=[CH:18][CH:19]=2)[C:7]=1[N+:8]([O-:10])=[O:9]. (2) Given the reactants [C:1]1([CH3:14])[CH:6]=[CH:5][CH:4]=[CH:3][C:2]=1[NH:7][C:8](=O)[C:9]([CH3:12])([CH3:11])[CH3:10].C([Li])CCC.[Cl-].[NH4+], predict the reaction product. The product is: [C:9]([C:8]1[NH:7][C:2]2[C:1]([CH:14]=1)=[CH:6][CH:5]=[CH:4][CH:3]=2)([CH3:12])([CH3:11])[CH3:10]. (3) Given the reactants N([O-])=O.[Na+].[Br:5][C:6]1[CH:12]=[CH:11][C:9](N)=[C:8]([O:13][C:14]([F:17])([F:16])[F:15])[CH:7]=1.[ClH:18], predict the reaction product. The product is: [Br:5][C:6]1[CH:12]=[CH:11][C:9]([Cl:18])=[C:8]([O:13][C:14]([F:17])([F:16])[F:15])[CH:7]=1. (4) Given the reactants [CH3:1][C:2]1([CH3:31])[CH2:11][C:10]2[C:5](=[C:6]([C:12]([O:14]C)=[O:13])[CH:7]=[CH:8][CH:9]=2)[NH:4][CH:3]1[C:16]1[CH:21]=[CH:20][CH:19]=[C:18]([C:22](=[O:30])[NH:23][CH:24]2[CH2:28][CH2:27][N:26]([CH3:29])[CH2:25]2)[CH:17]=1.[OH-].[Na+], predict the reaction product. The product is: [CH3:1][C:2]1([CH3:31])[CH2:11][C:10]2[C:5](=[C:6]([C:12]([OH:14])=[O:13])[CH:7]=[CH:8][CH:9]=2)[NH:4][CH:3]1[C:16]1[CH:21]=[CH:20][CH:19]=[C:18]([C:22](=[O:30])[NH:23][CH:24]2[CH2:28][CH2:27][N:26]([CH3:29])[CH2:25]2)[CH:17]=1. (5) The product is: [C:20]([O:19][C:17]([NH:16][CH2:15][CH2:14][CH2:13][C@H:12]([C:24]([NH:26][CH2:27][CH2:28][CH2:29][C@@H:30]([C:39]([NH:41][CH2:42][CH2:43][NH:44][C:45]([O:47][C:48]([CH3:51])([CH3:50])[CH3:49])=[O:46])=[O:40])[NH:31][C:32]([O:34][C:35]([CH3:38])([CH3:37])[CH3:36])=[O:33])=[O:25])[NH2:11])=[O:18])([CH3:21])([CH3:22])[CH3:23]. Given the reactants C(OC([NH:11][C@@H:12]([C:24]([NH:26][CH2:27][CH2:28][CH2:29][C@@H:30]([C:39]([NH:41][CH2:42][CH2:43][NH:44][C:45]([O:47][C:48]([CH3:51])([CH3:50])[CH3:49])=[O:46])=[O:40])[NH:31][C:32]([O:34][C:35]([CH3:38])([CH3:37])[CH3:36])=[O:33])=[O:25])[CH2:13][CH2:14][CH2:15][NH:16][C:17]([O:19][C:20]([CH3:23])([CH3:22])[CH3:21])=[O:18])=O)C1C=CC=CC=1, predict the reaction product.